From a dataset of Catalyst prediction with 721,799 reactions and 888 catalyst types from USPTO. Predict which catalyst facilitates the given reaction. (1) Reactant: [F:1][C:2]([F:13])([F:12])[C:3]1[CH:11]=[CH:10][C:6]([C:7](Cl)=[O:8])=[CH:5][CH:4]=1.Cl.[C:15]([O:19][C:20](=[O:23])[CH2:21][NH2:22])([CH3:18])([CH3:17])[CH3:16].C(N(CC)CC)C. Product: [C:15]([O:19][C:20](=[O:23])[CH2:21][NH:22][C:7](=[O:8])[C:6]1[CH:10]=[CH:11][C:3]([C:2]([F:13])([F:12])[F:1])=[CH:4][CH:5]=1)([CH3:18])([CH3:17])[CH3:16]. The catalyst class is: 4. (2) Reactant: [N+:1]([C:4]1[CH:13]=[CH:12][CH:11]=[CH:10][C:5]=1[C:6]([NH:8][NH2:9])=O)([O-:3])=[O:2].[O:14]1[C:19]2[CH:20]=[CH:21][C:22]([NH:24][C:25](=[NH:28])SC)=[CH:23][C:18]=2[O:17][CH2:16][CH2:15]1.O. Product: [O:14]1[C:19]2[CH:20]=[CH:21][C:22]([NH:24][C:25]3[NH:28][C:6]([C:5]4[CH:10]=[CH:11][CH:12]=[CH:13][C:4]=4[N+:1]([O-:3])=[O:2])=[N:8][N:9]=3)=[CH:23][C:18]=2[O:17][CH2:16][CH2:15]1. The catalyst class is: 17. (3) Reactant: C([O:3][CH:4](OCC)[C:5]1[CH:6]=[C:7]([CH:11]2[NH:23][C:21]3[C:22]4[C:13](=[N:14][NH:15][C:16](=[O:24])[C:17]=4[CH:18]=[CH:19][CH:20]=3)[CH:12]2[C:25]2[CH:30]=[CH:29][CH:28]=[C:27]([CH:31](OCC)[O:32]CC)[CH:26]=2)[CH:8]=[CH:9][CH:10]=1)C.C(=O)([O-])[O-].[K+].[K+]. Product: [O:24]=[C:16]1[C:17]2[CH:18]=[CH:19][CH:20]=[C:21]3[NH:23][CH:11]([C:7]4[CH:6]=[C:5]([CH:10]=[CH:9][CH:8]=4)[CH:4]=[O:3])[CH:12]([C:25]4[CH:26]=[C:27]([CH:28]=[CH:29][CH:30]=4)[CH:31]=[O:32])[C:13]([C:22]=23)=[N:14][NH:15]1. The catalyst class is: 33.